This data is from Reaction yield outcomes from USPTO patents with 853,638 reactions. The task is: Predict the reaction yield, written as a fraction of the theoretical maximum amount of product (1.0 means a 100% yield; for example, 0.34 means a 34% yield). (1) The reactants are [F:1][C:2]([F:12])([F:11])[C:3]1[CH:9]=[C:8]([Br:10])[CH:7]=[CH:6][C:4]=1[NH2:5].[C:13](OC(=O)C)(=[O:15])[CH3:14]. The catalyst is O1CCCC1. The product is [Br:10][C:8]1[CH:7]=[CH:6][C:4]([NH:5][C:13](=[O:15])[CH3:14])=[C:3]([C:2]([F:1])([F:11])[F:12])[CH:9]=1. The yield is 0.900. (2) The reactants are [C:1]([N:5]1[C:9]2[N:10]=[CH:11][N:12]=[C:13](Cl)[C:8]=2[CH:7]=[CH:6]1)([CH3:4])([CH3:3])[CH3:2]. The catalyst is C(O)C.N.[Pd]. The product is [C:1]([N:5]1[C:9]2[N:10]=[CH:11][N:12]=[CH:13][C:8]=2[CH:7]=[CH:6]1)([CH3:4])([CH3:2])[CH3:3]. The yield is 0.940. (3) The reactants are [NH2:1][C:2]1[N:7]=[C:6]([C:8]([F:11])([F:10])[F:9])[CH:5]=[CH:4][N:3]=1.[Br:12]N1C(=O)CCC1=O. The catalyst is CC#N. The product is [Br:12][C:5]1[C:6]([C:8]([F:11])([F:9])[F:10])=[N:7][C:2]([NH2:1])=[N:3][CH:4]=1. The yield is 0.850. (4) The reactants are [CH3:1][C:2]1[C:10]([C:11]2[N:15]([CH3:16])[N:14]=[CH:13][CH:12]=2)=[CH:9][CH:8]=[CH:7][C:3]=1[C:4]([OH:6])=[O:5].C(O)(=O)C.[F:21][B-](F)(F)F.F[B-](F)(F)F.ClC[N+]12CC[N+](F)(CC1)CC2. The catalyst is C(#N)C.O. The product is [F:21][C:12]1[CH:13]=[N:14][N:15]([CH3:16])[C:11]=1[C:10]1[C:2]([CH3:1])=[C:3]([CH:7]=[CH:8][CH:9]=1)[C:4]([OH:6])=[O:5]. The yield is 0.0400. (5) The reactants are C([O:3][C:4](=[O:40])[C:5]([CH3:39])([O:7][C:8]1[CH:13]=[C:12]([CH:14]2[CH2:19][CH2:18][CH2:17][N:16]([C:20]([C:22]3[S:26][C:25]([C:27]4[CH:32]=[CH:31][C:30]([C:33]([F:36])([F:35])[F:34])=[CH:29][CH:28]=4)=[N:24][C:23]=3[CH3:37])=[O:21])[CH2:15]2)[CH:11]=[CH:10][C:9]=1[CH3:38])[CH3:6])C.C(=O)([O-])[O-].[K+].[K+].CO. The catalyst is O. The product is [CH3:39][C:5]([O:7][C:8]1[CH:13]=[C:12]([CH:14]2[CH2:19][CH2:18][CH2:17][N:16]([C:20]([C:22]3[S:26][C:25]([C:27]4[CH:32]=[CH:31][C:30]([C:33]([F:35])([F:36])[F:34])=[CH:29][CH:28]=4)=[N:24][C:23]=3[CH3:37])=[O:21])[CH2:15]2)[CH:11]=[CH:10][C:9]=1[CH3:38])([CH3:6])[C:4]([OH:40])=[O:3]. The yield is 0.890.